Dataset: Forward reaction prediction with 1.9M reactions from USPTO patents (1976-2016). Task: Predict the product of the given reaction. (1) Given the reactants [C:1]([C:3]1[CH:4]=[C:5]([C:13]2[S:14][C:15]([C:18]3[CH:26]=[CH:25][CH:24]=[C:23]4[C:19]=3[CH2:20][CH2:21][C@@H:22]4[NH:27][S:28]([CH2:31][C:32](OC)=[O:33])(=[O:30])=[O:29])=[CH:16][N:17]=2)[CH:6]=[CH:7][C:8]=1[O:9][CH:10]([CH3:12])[CH3:11])#[N:2].[BH4-].[Na+].CO, predict the reaction product. The product is: [C:1]([C:3]1[CH:4]=[C:5]([C:13]2[S:14][C:15]([C:18]3[CH:26]=[CH:25][CH:24]=[C:23]4[C:19]=3[CH2:20][CH2:21][C@@H:22]4[NH:27][S:28]([CH2:31][CH2:32][OH:33])(=[O:29])=[O:30])=[CH:16][N:17]=2)[CH:6]=[CH:7][C:8]=1[O:9][CH:10]([CH3:12])[CH3:11])#[N:2]. (2) Given the reactants [CH3:1][O:2][C:3]([C:5]1[CH2:9][CH2:8][CH:7](Br)[C:6]=1[C:11]([O:13][CH3:14])=[O:12])=[O:4].[C:15](#[N:17])C, predict the reaction product. The product is: [CH3:1][O:2][C:3]([C:5]1[CH2:9][CH2:8][CH:7]([C:15]#[N:17])[C:6]=1[C:11]([O:13][CH3:14])=[O:12])=[O:4].